This data is from Full USPTO retrosynthesis dataset with 1.9M reactions from patents (1976-2016). The task is: Predict the reactants needed to synthesize the given product. (1) Given the product [Cl:1][C:2]1[CH:8]=[C:6]([N:7]=[C:14]=[O:15])[C:5]([I:9])=[CH:4][C:3]=1[C:10]([F:13])([F:11])[F:12], predict the reactants needed to synthesize it. The reactants are: [Cl:1][C:2]1[C:3]([C:10]([F:13])([F:12])[F:11])=[CH:4][C:5]([I:9])=[C:6]([CH:8]=1)[NH2:7].[C:14](=O)(OC(Cl)(Cl)Cl)[O:15]C(Cl)(Cl)Cl. (2) Given the product [NH:3]1[N:12]2[C:6](=[CH:7][O:8][C:9]3[CH:16]=[CH:15][CH:14]=[CH:13][C:10]=3[CH2:11]2)[CH:5]=[C:4]1[CH:17]=[O:18], predict the reactants needed to synthesize it. The reactants are: [H-].[Na+].[N:3]1[N:12]2[C:6]([CH2:7][O:8][C:9]3[CH:16]=[CH:15][CH:14]=[CH:13][C:10]=3[CH2:11]2)=[CH:5][C:4]=1[CH2:17][OH:18].C[N+]1([O-])CCOCC1.C(#N)C. (3) Given the product [NH2:15][C:12]1[CH:11]=[CH:10][C:9]([N:8]([C:18]2[CH:25]=[CH:24][C:21]([C:22]#[N:23])=[CH:20][CH:19]=2)[N:3]2[CH:7]=[CH:6][N:5]=[CH:4]2)=[CH:14][CH:13]=1, predict the reactants needed to synthesize it. The reactants are: NN.[N:3]1([N:8]([C:18]2[CH:25]=[CH:24][C:21]([C:22]#[N:23])=[CH:20][CH:19]=2)[C:9]2[CH:14]=[CH:13][C:12]([N+:15]([O-])=O)=[CH:11][CH:10]=2)[CH:7]=[CH:6][N:5]=[CH:4]1. (4) Given the product [NH:20]1[CH2:21][CH2:22][C@H:18]([NH:17][C:15]2[N:16]=[C:7]([C:4]3[NH:3][C:2](=[O:1])[NH:6][N:5]=3)[CH:8]=[C:9]3[C:14]=2[N:13]=[CH:12][CH:11]=[CH:10]3)[CH2:19]1, predict the reactants needed to synthesize it. The reactants are: [O:1]=[C:2]1[NH:6][N:5]=[C:4]([C:7]2[CH:8]=[C:9]3[C:14](=[C:15]([NH:17][C@H:18]4[CH2:22][CH2:21][N:20](C(OC(C)(C)C)=O)[CH2:19]4)[N:16]=2)[N:13]=[CH:12][CH:11]=[CH:10]3)[NH:3]1.C(O)(C(F)(F)F)=O.